Dataset: Catalyst prediction with 721,799 reactions and 888 catalyst types from USPTO. Task: Predict which catalyst facilitates the given reaction. (1) Reactant: CC(O)=O.C([N:12]1[CH2:16][C@@H:15]([C:17]2[CH:22]=[CH:21][CH:20]=[C:19]([O:23][C:24]([F:27])([F:26])[F:25])[CH:18]=2)[C@H:14]([NH:28][C:29](=[O:37])[O:30][CH2:31][CH2:32][Si:33]([CH3:36])([CH3:35])[CH3:34])[CH2:13]1)C1C=CC=CC=1.OCC1(OC[C@@H](O)[C@@H](O)[C@H]1O)O. Product: [F:27][C:24]([F:25])([F:26])[O:23][C:19]1[CH:18]=[C:17]([C@@H:15]2[CH2:16][NH:12][CH2:13][C@H:14]2[NH:28][C:29](=[O:37])[O:30][CH2:31][CH2:32][Si:33]([CH3:34])([CH3:36])[CH3:35])[CH:22]=[CH:21][CH:20]=1. The catalyst class is: 50. (2) Reactant: [CH2:1]([NH:8][C:9](=[O:17])[CH:10]([N:14]=[N+]=[N-])[CH2:11][O:12][CH3:13])[C:2]1[CH:7]=[CH:6][CH:5]=[CH:4][CH:3]=1.[H][H].C1(C)C=CC=CC=1. Product: [CH2:1]([NH:8][C:9](=[O:17])[CH:10]([NH2:14])[CH2:11][O:12][CH3:13])[C:2]1[CH:7]=[CH:6][CH:5]=[CH:4][CH:3]=1. The catalyst class is: 19. (3) Reactant: [S:1]([N:11]1[C:15]2=[N:16][CH:17]=[C:18]([CH:20]=[O:21])[N:19]=[C:14]2[CH:13]=[CH:12]1)([C:4]1[CH:10]=[CH:9][C:7]([CH3:8])=[CH:6][CH:5]=1)(=[O:3])=[O:2].Br[CH2:23][CH:24]=[CH2:25].[In].Cl. Product: [S:1]([N:11]1[C:15]2=[N:16][CH:17]=[C:18]([CH:20]([OH:21])[CH2:25][CH:24]=[CH2:23])[N:19]=[C:14]2[CH:13]=[CH:12]1)([C:4]1[CH:5]=[CH:6][C:7]([CH3:8])=[CH:9][CH:10]=1)(=[O:2])=[O:3]. The catalyst class is: 249.